From a dataset of Forward reaction prediction with 1.9M reactions from USPTO patents (1976-2016). Predict the product of the given reaction. (1) Given the reactants C(O[C:4]1[CH:9]=[CH:8][CH:7]=[CH:6][C:5]=1[C:10]1[CH:11]=[C:12]2[C:17](=[CH:18][CH:19]=1)[N:16]=[C:15]([NH2:20])[CH:14]=[CH:13]2)C.[OH-:21].[Na+].C(Cl)Cl.C1[CH2:30][O:29][CH2:28][CH2:27]1, predict the reaction product. The product is: [NH2:20][C:15]1[CH:14]=[CH:13][C:12]2[C:17](=[CH:18][CH:19]=[C:10]([C:5]3[CH:6]=[CH:7][CH:8]=[CH:9][C:4]=3[C:30]([O:29][CH2:28][CH3:27])=[O:21])[CH:11]=2)[N:16]=1. (2) The product is: [P:23]([OH:43])([O:25][CH2:26][CH3:27])([O:22][C:19]1[CH:18]=[CH:17][C:16]([C:8]2[C:9]3[C:14](=[C:13]([F:15])[CH:12]=[CH:11][CH:10]=3)[N:6]([CH:1]3[CH2:5][CH2:4][CH2:3][CH2:2]3)[N:7]=2)=[CH:21][CH:20]=1)=[O:24]. Given the reactants [CH:1]1([N:6]2[C:14]3[C:9](=[CH:10][CH:11]=[CH:12][C:13]=3[F:15])[C:8]([C:16]3[CH:21]=[CH:20][C:19]([OH:22])=[CH:18][CH:17]=3)=[N:7]2)[CH2:5][CH2:4][CH2:3][CH2:2]1.[P:23](Cl)(Cl)([O:25][CH2:26][CH3:27])=[O:24].C[Si](C)(C)[N-][Si](C)(C)C.[Li+].C1C[O:43]CC1, predict the reaction product. (3) Given the reactants [NH2:1][C:2]1[CH:7]=[CH:6][CH:5]=[CH:4][CH:3]=1.[C:8]([C:10]1[CH:15]=[CH:14][C:13]([N:16]=C=S)=[C:12]([CH3:19])[CH:11]=1)#[N:9].O=S(Cl)[Cl:22], predict the reaction product. The product is: [C:8]([C:10]1[CH:15]=[CH:14][C:13]([NH2:16])=[C:12]([CH3:19])[CH:11]=1)#[N:9].[ClH:22].[NH2:1][C:2]1([CH2:3][Cl:22])[CH2:7][CH2:6][CH2:5][CH2:4]1. (4) Given the reactants [C:1]([O:5][C:6](=[O:22])[NH:7][C:8]1[CH:13]=[C:12]([O:14][CH2:15][CH3:16])[C:11]([C:17]([F:20])([F:19])[F:18])=[CH:10][C:9]=1[NH2:21])([CH3:4])([CH3:3])[CH3:2].C([O:27][C:28](=O)[CH2:29][C:30](=[O:43])[C:31]1[CH:36]=[CH:35][CH:34]=[C:33]([C:37]2[CH:42]=[CH:41][CH:40]=[CH:39][N:38]=2)[CH:32]=1)(C)(C)C, predict the reaction product. The product is: [C:1]([O:5][C:6](=[O:22])[NH:7][C:8]1[CH:13]=[C:12]([O:14][CH2:15][CH3:16])[C:11]([C:17]([F:20])([F:19])[F:18])=[CH:10][C:9]=1[NH:21][C:28](=[O:27])[CH2:29][C:30](=[O:43])[C:31]1[CH:36]=[CH:35][CH:34]=[C:33]([C:37]2[CH:42]=[CH:41][CH:40]=[CH:39][N:38]=2)[CH:32]=1)([CH3:2])([CH3:3])[CH3:4]. (5) Given the reactants [CH:1]1([CH:4]([C:11]2[CH:16]=[C:15](O)[N:14]=[CH:13][N:12]=2)[CH2:5][C:6]([O:8][CH2:9][CH3:10])=[O:7])[CH2:3][CH2:2]1.CN(C=O)C.C(Cl)(=O)C([Cl:26])=O.Cl, predict the reaction product. The product is: [Cl:26][C:15]1[N:14]=[CH:13][N:12]=[C:11]([CH:4]([CH:1]2[CH2:3][CH2:2]2)[CH2:5][C:6]([O:8][CH2:9][CH3:10])=[O:7])[CH:16]=1. (6) The product is: [C:1]([O:5][C:6]([N:8]([O:9][C:10]([O:12][CH:13]([CH2:14][O:15][CH2:16][CH3:17])[CH2:18][O:19][CH2:20][CH3:21])=[O:11])[S:32]([C:27]1[CH:28]=[CH:29][CH:30]=[CH:31][C:26]=1[S:23]([CH3:22])(=[O:25])=[O:24])(=[O:34])=[O:33])=[O:7])([CH3:3])([CH3:2])[CH3:4]. Given the reactants [C:1]([O:5][C:6]([NH:8][O:9][C:10]([O:12][CH:13]([CH2:18][O:19][CH2:20][CH3:21])[CH2:14][O:15][CH2:16][CH3:17])=[O:11])=[O:7])([CH3:4])([CH3:3])[CH3:2].[CH3:22][S:23]([C:26]1[CH:31]=[CH:30][CH:29]=[CH:28][C:27]=1[S:32](Cl)(=[O:34])=[O:33])(=[O:25])=[O:24], predict the reaction product. (7) Given the reactants [F:1][C:2]1[C:3]([C:9]2[CH:13]=[C:12]([OH:14])[N:11]([CH3:15])[N:10]=2)=[N:4][CH:5]=[C:6]([Cl:8])[CH:7]=1.C(=O)([O-])[O-].[K+].[K+].CN(C)C=O.Cl[CH:28]([F:30])[F:29], predict the reaction product. The product is: [F:1][C:2]1[C:3]([C:9]2[CH:13]=[C:12]([O:14][CH:28]([F:30])[F:29])[N:11]([CH3:15])[N:10]=2)=[N:4][CH:5]=[C:6]([Cl:8])[CH:7]=1.